This data is from Catalyst prediction with 721,799 reactions and 888 catalyst types from USPTO. The task is: Predict which catalyst facilitates the given reaction. (1) Reactant: [OH:1][NH:2][C:3](=[O:9])[O:4][C:5]([CH3:8])([CH3:7])[CH3:6].[C:10]([O:14][C:15](=[O:26])[CH2:16][NH:17][CH2:18][C:19]([O:21][C:22]([CH3:25])([CH3:24])[CH3:23])=[O:20])([CH3:13])([CH3:12])[CH3:11].[C:27](N1C=CN=C1)(N1C=CN=C1)=[O:28]. Product: [C:10]([O:14][C:15](=[O:26])[CH2:16][N:17]([C:27]([O:1][NH:2][C:3]([O:4][C:5]([CH3:8])([CH3:7])[CH3:6])=[O:9])=[O:28])[CH2:18][C:19]([O:21][C:22]([CH3:25])([CH3:24])[CH3:23])=[O:20])([CH3:13])([CH3:12])[CH3:11]. The catalyst class is: 2. (2) Reactant: CN([P+](ON1N=NC2C=CC=CC1=2)(N(C)C)N(C)C)C.F[P-](F)(F)(F)(F)F.C(N(CC)CC)C.[NH2:35][C:36]1[N:44]=[CH:43][CH:42]=[CH:41][C:37]=1[C:38]([OH:40])=O.[CH3:45][O:46][C:47]1[CH:48]=[C:49]([CH:52]=[CH:53][CH:54]=1)[CH2:50][NH2:51]. Product: [CH3:45][O:46][C:47]1[CH:48]=[C:49]([CH2:50][NH:51][C:38](=[O:40])[C:37]2[CH:41]=[CH:42][CH:43]=[N:44][C:36]=2[NH2:35])[CH:52]=[CH:53][CH:54]=1. The catalyst class is: 3.